Dataset: Catalyst prediction with 721,799 reactions and 888 catalyst types from USPTO. Task: Predict which catalyst facilitates the given reaction. Reactant: [Na].[O:2]=[S:3]1(=[O:17])[C:8]2[CH:9]=[N:10][CH:11]=[CH:12][C:7]=2[NH:6][C:5]([CH2:13][C:14]([O-])=[O:15])=[N:4]1.C([O:20][C:21]([C@H:23]1[C@@H:28]([NH:29][CH2:30][C:31]2[CH:36]=[CH:35][C:34]([F:37])=[CH:33][CH:32]=2)[C@H:27]2[CH2:38][C@@H:24]1[CH2:25][CH2:26]2)=O)C.C(N(CC)CC)C. Product: [O:2]=[S:3]1(=[O:17])[C:8]2[CH:9]=[N:10][CH:11]=[CH:12][C:7]=2[NH:6][C:5]([C:13]2[C:14](=[O:15])[N:29]([CH2:30][C:31]3[CH:32]=[CH:33][C:34]([F:37])=[CH:35][CH:36]=3)[C@@H:28]3[C@H:23]([C:21]=2[OH:20])[C@@H:24]2[CH2:38][C@H:27]3[CH2:26][CH2:25]2)=[N:4]1. The catalyst class is: 42.